This data is from Full USPTO retrosynthesis dataset with 1.9M reactions from patents (1976-2016). The task is: Predict the reactants needed to synthesize the given product. Given the product [Cl:13][C:14]1[N:19]=[C:18]2[CH:20]=[C:21]([C:37]([O:36][C:32]([CH3:35])([CH3:34])[CH3:33])=[O:38])[N:22]([S:23]([C:26]3[CH:31]=[CH:30][CH:29]=[CH:28][CH:27]=3)(=[O:25])=[O:24])[C:17]2=[CH:16][CH:15]=1, predict the reactants needed to synthesize it. The reactants are: C([Li])CCC.C(NC(C)C)(C)C.[Cl:13][C:14]1[N:19]=[C:18]2[CH:20]=[CH:21][N:22]([S:23]([C:26]3[CH:31]=[CH:30][CH:29]=[CH:28][CH:27]=3)(=[O:25])=[O:24])[C:17]2=[CH:16][CH:15]=1.[C:32]([O:36][C:37](O[C:37]([O:36][C:32]([CH3:35])([CH3:34])[CH3:33])=[O:38])=[O:38])([CH3:35])([CH3:34])[CH3:33].